This data is from Reaction yield outcomes from USPTO patents with 853,638 reactions. The task is: Predict the reaction yield, written as a fraction of the theoretical maximum amount of product (1.0 means a 100% yield; for example, 0.34 means a 34% yield). (1) The reactants are [Cl:1][C:2]1[CH:7]=[CH:6][C:5]([C:8]2([OH:28])[C:16]3[C:11](=[CH:12][CH:13]=[CH:14][CH:15]=3)[C:10](=[O:17])[N:9]2[CH2:18][C:19]2[CH:24]=[CH:23][C:22]([N+:25]([O-:27])=[O:26])=[CH:21][CH:20]=2)=[CH:4][CH:3]=1.[OH:29][CH2:30][C:31]([CH3:35])([CH2:33]O)[CH3:32]. No catalyst specified. The product is [Cl:1][C:2]1[CH:7]=[CH:6][C:5]([C:8]2([O:28][CH2:32][C:31]([CH3:35])([CH3:33])[CH2:30][OH:29])[C:16]3[C:11](=[CH:12][CH:13]=[CH:14][CH:15]=3)[C:10](=[O:17])[N:9]2[CH2:18][C:19]2[CH:24]=[CH:23][C:22]([N+:25]([O-:27])=[O:26])=[CH:21][CH:20]=2)=[CH:4][CH:3]=1. The yield is 0.550. (2) The catalyst is O1CCOCC1. The yield is 0.0500. The reactants are [C:1]1([S:7][CH2:8][C:9]2[NH:14][C:13](=[O:15])[C:12]([O:16]C3CCCCO3)=[CH:11][N:10]=2)[CH:6]=[CH:5][CH:4]=[CH:3][CH:2]=1.Cl. The product is [OH:16][C:12]1[C:13](=[O:15])[NH:14][C:9]([CH2:8][S:7][C:1]2[CH:6]=[CH:5][CH:4]=[CH:3][CH:2]=2)=[N:10][CH:11]=1. (3) The reactants are S1(=O)(=O)[N:5]2[CH2:6][CH2:7][CH2:8][CH2:9][C@H:4]2[CH2:3][O:2]1.[Cl:12][C:13]1[CH:26]=[CH:25][C:16]([O:17][C:18]2[CH:23]=[CH:22][C:21](O)=[CH:20][CH:19]=2)=[CH:15][CH:14]=1.C(=O)([O-])[O-].[K+].[K+].OS(O)(=O)=O.[OH-].[Na+]. The catalyst is CN(C=O)C. The product is [ClH:12].[Cl:12][C:13]1[CH:26]=[CH:25][C:16]([O:17][C:18]2[CH:23]=[CH:22][C:21]([O:2][CH2:3][C@@H:4]3[CH2:9][CH2:8][CH2:7][CH2:6][NH:5]3)=[CH:20][CH:19]=2)=[CH:15][CH:14]=1. The yield is 0.130. (4) The reactants are [N:1]12[CH2:8][CH2:7][C:4]([C:9]([C:17]3[CH:22]=[CH:21][CH:20]=[CH:19][CH:18]=3)([C:11]3[CH:16]=[CH:15][CH:14]=[CH:13][CH:12]=3)[OH:10])([CH2:5][CH2:6]1)[CH2:3][CH2:2]2.[O:23]1[C:27]2[CH:28]=[CH:29][CH:30]=[CH:31][C:26]=2[CH:25]=[C:24]1[C:32](=[O:35])[CH2:33][Br:34].CC#N. The catalyst is C(Cl)(Cl)Cl.CS(C)=O. The product is [Br-:34].[O:23]1[C:27]2[CH:28]=[CH:29][CH:30]=[CH:31][C:26]=2[CH:25]=[C:24]1[C:32](=[O:35])[CH2:33][N+:1]12[CH2:6][CH2:5][C:4]([C:9]([OH:10])([C:17]3[CH:22]=[CH:21][CH:20]=[CH:19][CH:18]=3)[C:11]3[CH:12]=[CH:13][CH:14]=[CH:15][CH:16]=3)([CH2:3][CH2:2]1)[CH2:7][CH2:8]2. The yield is 0.574. (5) The reactants are [NH2:1][C:2]1[C:3]([NH:21][C@@H:22]2[C@H:26]([CH2:27][CH3:28])[CH2:25][C@H:24]([NH:29][S:30]([CH:33]3[CH2:35][CH2:34]3)(=[O:32])=[O:31])[CH2:23]2)=[C:4]2[CH:10]=[CH:9][N:8]([S:11]([C:14]3[CH:20]=[CH:19][C:17]([CH3:18])=[CH:16][CH:15]=3)(=[O:13])=[O:12])[C:5]2=[N:6][CH:7]=1.Cl.[N:37]([O-])=O.[Na+]. The catalyst is O. The product is [CH2:27]([C@H:26]1[C@@H:22]([N:21]2[C:3]3=[C:4]4[CH:10]=[CH:9][N:8]([S:11]([C:14]5[CH:15]=[CH:16][C:17]([CH3:18])=[CH:19][CH:20]=5)(=[O:12])=[O:13])[C:5]4=[N:6][CH:7]=[C:2]3[N:1]=[N:37]2)[CH2:23][C@@H:24]([NH:29][S:30]([CH:33]2[CH2:35][CH2:34]2)(=[O:31])=[O:32])[CH2:25]1)[CH3:28]. The yield is 0.740. (6) The reactants are [NH:1]1[CH2:4][CH:3]([NH:5][C:6](=[O:37])[C:7]2[CH:12]=[C:11]([O:13][CH3:14])[C:10]([NH:15][C:16]3[N:17]=[CH:18][C:19]4[N:25]([CH3:26])[C:24](=[O:27])[C:23]([F:29])([F:28])[CH2:22][N:21]([CH:30]5[CH2:34][CH2:33][CH2:32][CH2:31]5)[C:20]=4[N:35]=3)=[CH:9][C:8]=2F)[CH2:2]1.CCN(C(C)C)C(C)C.[CH3:47][S:48](Cl)(=[O:50])=[O:49]. The catalyst is C(Cl)Cl. The product is [CH:30]1([N:21]2[CH2:22][C:23]([F:28])([F:29])[C:24](=[O:27])[N:25]([CH3:26])[C:19]3[CH:18]=[N:17][C:16]([NH:15][C:10]4[CH:9]=[CH:8][C:7]([C:6]([NH:5][CH:3]5[CH2:4][N:1]([S:48]([CH3:47])(=[O:50])=[O:49])[CH2:2]5)=[O:37])=[CH:12][C:11]=4[O:13][CH3:14])=[N:35][C:20]2=3)[CH2:34][CH2:33][CH2:32][CH2:31]1. The yield is 0.0900. (7) The reactants are [Si:1]([O:8][C:9]1[CH:14]=[CH:13][C:12]([C:15]2[N:16]=[C:17]([C:22]3[CH:26]=[CH:25][S:24][CH:23]=3)[C:18]([NH2:21])=[N:19][CH:20]=2)=[CH:11][CH:10]=1)([C:4]([CH3:7])([CH3:6])[CH3:5])([CH3:3])[CH3:2].[Si:27]([O:34][C:35]1[CH:40]=[CH:39][C:38]([CH2:41][C:42](Cl)=[O:43])=[CH:37][CH:36]=1)([C:30]([CH3:33])([CH3:32])[CH3:31])([CH3:29])[CH3:28].O. The catalyst is CN(C)C1C=CN=CC=1.N1C=CC=CC=1. The product is [Si:27]([O:34][C:35]1[CH:36]=[CH:37][C:38]([CH2:41][C:42]([NH:21][C:18]2[C:17]([C:22]3[CH:26]=[CH:25][S:24][CH:23]=3)=[N:16][C:15]([C:12]3[CH:11]=[CH:10][C:9]([O:8][Si:1]([C:4]([CH3:7])([CH3:5])[CH3:6])([CH3:2])[CH3:3])=[CH:14][CH:13]=3)=[CH:20][N:19]=2)=[O:43])=[CH:39][CH:40]=1)([C:30]([CH3:33])([CH3:32])[CH3:31])([CH3:29])[CH3:28]. The yield is 0.690.